From a dataset of Peptide-MHC class I binding affinity with 185,985 pairs from IEDB/IMGT. Regression. Given a peptide amino acid sequence and an MHC pseudo amino acid sequence, predict their binding affinity value. This is MHC class I binding data. (1) The peptide sequence is YNYSLTLEW. The MHC is HLA-A66:01 with pseudo-sequence HLA-A66:01. The binding affinity (normalized) is 0.213. (2) The peptide sequence is TQRKKTLGF. The MHC is HLA-B57:01 with pseudo-sequence HLA-B57:01. The binding affinity (normalized) is 0.0847. (3) The peptide sequence is GPGDPDVYL. The MHC is HLA-A02:01 with pseudo-sequence HLA-A02:01. The binding affinity (normalized) is 0.0453. (4) The peptide sequence is WLAGFEPSE. The MHC is HLA-B46:01 with pseudo-sequence HLA-B46:01. The binding affinity (normalized) is 0.0847. (5) The peptide sequence is IAIFNNRNLA. The MHC is HLA-A02:01 with pseudo-sequence HLA-A02:01. The binding affinity (normalized) is 0.191. (6) The peptide sequence is KLRSSPPIPM. The MHC is HLA-A02:02 with pseudo-sequence HLA-A02:02. The binding affinity (normalized) is 0.625. (7) The binding affinity (normalized) is 0.572. The peptide sequence is RALGPGATL. The MHC is HLA-B58:01 with pseudo-sequence HLA-B58:01. (8) The peptide sequence is EINEWLSSK. The MHC is HLA-A33:01 with pseudo-sequence HLA-A33:01. The binding affinity (normalized) is 0.730. (9) The peptide sequence is GLYEAIEEC. The MHC is HLA-B27:05 with pseudo-sequence HLA-B27:05. The binding affinity (normalized) is 0.0847. (10) The peptide sequence is IPLASLTPK. The MHC is HLA-B07:02 with pseudo-sequence HLA-B07:02. The binding affinity (normalized) is 0.200.